This data is from NCI-60 drug combinations with 297,098 pairs across 59 cell lines. The task is: Regression. Given two drug SMILES strings and cell line genomic features, predict the synergy score measuring deviation from expected non-interaction effect. (1) Drug 1: CCC(=C(C1=CC=CC=C1)C2=CC=C(C=C2)OCCN(C)C)C3=CC=CC=C3.C(C(=O)O)C(CC(=O)O)(C(=O)O)O. Drug 2: C#CCC(CC1=CN=C2C(=N1)C(=NC(=N2)N)N)C3=CC=C(C=C3)C(=O)NC(CCC(=O)O)C(=O)O. Cell line: HOP-62. Synergy scores: CSS=16.7, Synergy_ZIP=-1.50, Synergy_Bliss=-4.42, Synergy_Loewe=-6.37, Synergy_HSA=-4.99. (2) Drug 1: CCC1=C2CN3C(=CC4=C(C3=O)COC(=O)C4(CC)O)C2=NC5=C1C=C(C=C5)O. Drug 2: C1=NNC2=C1C(=O)NC=N2. Cell line: OVCAR-5. Synergy scores: CSS=27.0, Synergy_ZIP=-7.45, Synergy_Bliss=-3.57, Synergy_Loewe=-87.0, Synergy_HSA=-2.10. (3) Drug 1: C#CCC(CC1=CN=C2C(=N1)C(=NC(=N2)N)N)C3=CC=C(C=C3)C(=O)NC(CCC(=O)O)C(=O)O. Drug 2: C1C(C(OC1N2C=NC(=NC2=O)N)CO)O. Cell line: MOLT-4. Synergy scores: CSS=45.3, Synergy_ZIP=-0.200, Synergy_Bliss=-0.316, Synergy_Loewe=2.51, Synergy_HSA=2.70. (4) Drug 1: CCN(CC)CCNC(=O)C1=C(NC(=C1C)C=C2C3=C(C=CC(=C3)F)NC2=O)C. Drug 2: C(CN)CNCCSP(=O)(O)O. Cell line: ACHN. Synergy scores: CSS=-5.91, Synergy_ZIP=2.48, Synergy_Bliss=-0.671, Synergy_Loewe=-8.51, Synergy_HSA=-10.4.